From a dataset of Reaction yield outcomes from USPTO patents with 853,638 reactions. Predict the reaction yield, written as a fraction of the theoretical maximum amount of product (1.0 means a 100% yield; for example, 0.34 means a 34% yield). The reactants are [F:1][C:2]1[C:7]([CH2:8][OH:9])=[CH:6][CH:5]=[C:4]([NH:10][CH2:11][C:12]2[CH:13]=[N:14][C:15]([C:18]([F:21])([F:20])[F:19])=[CH:16][CH:17]=2)[N:3]=1.CC(OI1(OC(C)=O)(OC(C)=O)OC(=O)C2C=CC=CC1=2)=O.S([O-])([O-])(=O)=S.[Na+].[Na+].C(=O)([O-])[O-].[K+].[K+]. The catalyst is ClCCl. The product is [F:1][C:2]1[C:7]([CH:8]=[O:9])=[CH:6][CH:5]=[C:4]([NH:10][CH2:11][C:12]2[CH:13]=[N:14][C:15]([C:18]([F:21])([F:19])[F:20])=[CH:16][CH:17]=2)[N:3]=1. The yield is 0.235.